This data is from Full USPTO retrosynthesis dataset with 1.9M reactions from patents (1976-2016). The task is: Predict the reactants needed to synthesize the given product. Given the product [Cl:18][CH2:2][C:3]1[N:8]=[C:7]([NH:9][C:10](=[O:15])[C:11]([CH3:14])([CH3:13])[CH3:12])[CH:6]=[CH:5][CH:4]=1, predict the reactants needed to synthesize it. The reactants are: O[CH2:2][C:3]1[N:8]=[C:7]([NH:9][C:10](=[O:15])[C:11]([CH3:14])([CH3:13])[CH3:12])[CH:6]=[CH:5][CH:4]=1.S(Cl)([Cl:18])=O.